From a dataset of Full USPTO retrosynthesis dataset with 1.9M reactions from patents (1976-2016). Predict the reactants needed to synthesize the given product. (1) Given the product [Cl:11][C:12]1[CH:17]=[C:16]([C:2]2[CH:3]=[N:4][CH:5]=[C:6]([CH:10]=2)[C:7]([OH:9])=[O:8])[CH:15]=[CH:14][CH:13]=1, predict the reactants needed to synthesize it. The reactants are: Br[C:2]1[CH:3]=[N:4][CH:5]=[C:6]([CH:10]=1)[C:7]([OH:9])=[O:8].[Cl:11][C:12]1[CH:13]=[C:14](B(O)O)[CH:15]=[CH:16][CH:17]=1.C(=O)([O-])[O-].[Na+].[Na+].O. (2) Given the product [ClH:1].[CH2:8]([OH:16])[CH3:7].[ClH:1].[NH2:17][CH:7]1[CH2:6][C:5]2[C:10](=[C:11]([N+:13]([O-:15])=[O:14])[CH:12]=[C:3]([Br:2])[CH:4]=2)[NH:9][C:8]1=[O:16], predict the reactants needed to synthesize it. The reactants are: [ClH:1].[Br:2][C:3]1[CH:4]=[C:5]2[C:10](=[C:11]([N+:13]([O-:15])=[O:14])[CH:12]=1)[NH:9][C:8](=[O:16])[CH:7]([NH:17]C(=O)C)[CH2:6]2. (3) The reactants are: Cl[C:2]1[N:7]=[C:6]([C:8]2[S:9][C:10]([Cl:13])=[CH:11][CH:12]=2)[CH:5]=[C:4]([C:14]([F:17])([F:16])[F:15])[N:3]=1.[I:18][C:19]1[N:20]=[CH:21][NH:22][CH:23]=1. Given the product [Cl:13][C:10]1[S:9][C:8]([C:6]2[CH:5]=[C:4]([C:14]([F:17])([F:16])[F:15])[N:3]=[C:2]([N:22]3[CH:23]=[C:19]([I:18])[N:20]=[CH:21]3)[N:7]=2)=[CH:12][CH:11]=1, predict the reactants needed to synthesize it. (4) Given the product [CH3:1][S:2]([C:5]1[CH:10]=[CH:9][C:8]([C:11]2[CH:12]=[CH:13][C:14]([CH2:17][O:18][CH:19]3[CH2:24][CH2:23][NH:22][CH2:21][CH2:20]3)=[CH:15][N:16]=2)=[CH:7][CH:6]=1)(=[O:3])=[O:4], predict the reactants needed to synthesize it. The reactants are: [CH3:1][S:2]([C:5]1[CH:10]=[CH:9][C:8]([C:11]2[N:16]=[CH:15][C:14]([CH2:17][O:18][CH:19]3[CH2:24][CH2:23][N:22](C(OC(C)(C)C)=O)[CH2:21][CH2:20]3)=[CH:13][CH:12]=2)=[CH:7][CH:6]=1)(=[O:4])=[O:3].C(O)(C(F)(F)F)=O. (5) Given the product [CH3:27][NH:1][C:2]1[CH:24]=[CH:23][CH:22]=[CH:21][C:3]=1[NH:4][C:5]1[CH:6]=[CH:7][C:8]2[C:14](=[O:15])[C:13]3[CH:16]=[CH:17][CH:18]=[CH:19][C:12]=3[CH2:11][O:10][C:9]=2[CH:20]=1, predict the reactants needed to synthesize it. The reactants are: [NH2:1][C:2]1[CH:24]=[CH:23][CH:22]=[CH:21][C:3]=1[NH:4][C:5]1[CH:6]=[CH:7][C:8]2[C:14](=[O:15])[C:13]3[CH:16]=[CH:17][CH:18]=[CH:19][C:12]=3[CH2:11][O:10][C:9]=2[CH:20]=1.CI.[C:27](=O)([O-])[O-].[K+].[K+]. (6) Given the product [CH3:1][O:2][C:3]1[CH:4]=[C:5]([CH:23]=[CH:24][C:25]=1[O:26][CH3:27])[CH2:6][CH:7]1[C:16]2[C:11](=[CH:12][C:13]([O:21][CH3:22])=[C:14]([O:17][CH:18]([CH3:20])[CH3:19])[CH:15]=2)[CH2:10][CH2:9][N:8]1[CH2:29][C:30]([NH:41][CH2:40][CH2:39][C:33]1[CH:38]=[CH:37][CH:36]=[CH:35][CH:34]=1)=[O:31], predict the reactants needed to synthesize it. The reactants are: [CH3:1][O:2][C:3]1[CH:4]=[C:5]([CH:23]=[CH:24][C:25]=1[O:26][CH3:27])[CH2:6][CH:7]1[C:16]2[C:11](=[CH:12][C:13]([O:21][CH3:22])=[C:14]([O:17][CH:18]([CH3:20])[CH3:19])[CH:15]=2)[CH2:10][CH2:9][NH:8]1.Br[CH2:29][C:30](Br)=[O:31].[C:33]1([CH2:39][CH2:40][NH2:41])[CH:38]=[CH:37][CH:36]=[CH:35][CH:34]=1.